From a dataset of Peptide-MHC class II binding affinity with 134,281 pairs from IEDB. Regression. Given a peptide amino acid sequence and an MHC pseudo amino acid sequence, predict their binding affinity value. This is MHC class II binding data. The peptide sequence is LKLATGMRNVPEKQT. The MHC is HLA-DPA10201-DPB10501 with pseudo-sequence HLA-DPA10201-DPB10501. The binding affinity (normalized) is 0.505.